From a dataset of NCI-60 drug combinations with 297,098 pairs across 59 cell lines. Regression. Given two drug SMILES strings and cell line genomic features, predict the synergy score measuring deviation from expected non-interaction effect. (1) Drug 1: CNC(=O)C1=NC=CC(=C1)OC2=CC=C(C=C2)NC(=O)NC3=CC(=C(C=C3)Cl)C(F)(F)F. Drug 2: C(CCl)NC(=O)N(CCCl)N=O. Cell line: HT29. Synergy scores: CSS=-2.21, Synergy_ZIP=2.51, Synergy_Bliss=3.67, Synergy_Loewe=-0.539, Synergy_HSA=-0.0268. (2) Drug 1: C1=CC(=CC=C1CCCC(=O)O)N(CCCl)CCCl. Drug 2: CC12CCC3C(C1CCC2O)C(CC4=C3C=CC(=C4)O)CCCCCCCCCS(=O)CCCC(C(F)(F)F)(F)F. Cell line: HOP-92. Synergy scores: CSS=24.0, Synergy_ZIP=-12.5, Synergy_Bliss=-13.3, Synergy_Loewe=-8.61, Synergy_HSA=-8.50. (3) Drug 1: CCCCC(=O)OCC(=O)C1(CC(C2=C(C1)C(=C3C(=C2O)C(=O)C4=C(C3=O)C=CC=C4OC)O)OC5CC(C(C(O5)C)O)NC(=O)C(F)(F)F)O. Drug 2: CC(C)NC(=O)C1=CC=C(C=C1)CNNC.Cl. Cell line: SF-295. Synergy scores: CSS=47.7, Synergy_ZIP=4.61, Synergy_Bliss=2.64, Synergy_Loewe=-16.9, Synergy_HSA=1.75. (4) Drug 1: CCC1=CC2CC(C3=C(CN(C2)C1)C4=CC=CC=C4N3)(C5=C(C=C6C(=C5)C78CCN9C7C(C=CC9)(C(C(C8N6C)(C(=O)OC)O)OC(=O)C)CC)OC)C(=O)OC.C(C(C(=O)O)O)(C(=O)O)O. Drug 2: C1=NC2=C(N=C(N=C2N1C3C(C(C(O3)CO)O)F)Cl)N. Cell line: NCIH23. Synergy scores: CSS=38.4, Synergy_ZIP=-4.58, Synergy_Bliss=-7.93, Synergy_Loewe=-10.3, Synergy_HSA=-5.53. (5) Drug 1: CCC1(CC2CC(C3=C(CCN(C2)C1)C4=CC=CC=C4N3)(C5=C(C=C6C(=C5)C78CCN9C7C(C=CC9)(C(C(C8N6C=O)(C(=O)OC)O)OC(=O)C)CC)OC)C(=O)OC)O.OS(=O)(=O)O. Drug 2: CCCCCOC(=O)NC1=NC(=O)N(C=C1F)C2C(C(C(O2)C)O)O. Cell line: T-47D. Synergy scores: CSS=1.84, Synergy_ZIP=-0.601, Synergy_Bliss=0.150, Synergy_Loewe=0.0604, Synergy_HSA=-0.0567. (6) Drug 1: CC1=C(C=C(C=C1)NC2=NC=CC(=N2)N(C)C3=CC4=NN(C(=C4C=C3)C)C)S(=O)(=O)N.Cl. Drug 2: CS(=O)(=O)CCNCC1=CC=C(O1)C2=CC3=C(C=C2)N=CN=C3NC4=CC(=C(C=C4)OCC5=CC(=CC=C5)F)Cl. Cell line: SK-MEL-2. Synergy scores: CSS=-1.93, Synergy_ZIP=2.63, Synergy_Bliss=2.61, Synergy_Loewe=-2.36, Synergy_HSA=-1.76.